From a dataset of Full USPTO retrosynthesis dataset with 1.9M reactions from patents (1976-2016). Predict the reactants needed to synthesize the given product. (1) Given the product [F:27][C:22]1[CH:23]=[CH:24][CH:25]=[CH:26][C:21]=1/[C:19](/[CH3:20])=[CH:18]/[N:6]1[C:7]2[CH:8]=[CH:9][C:10]([CH3:16])=[CH:11][C:12]=2[C:13]2[CH2:14][CH2:15][N:2]([CH3:1])[CH2:3][CH2:4][C:5]1=2, predict the reactants needed to synthesize it. The reactants are: [CH3:1][N:2]1[CH2:15][CH2:14][C:13]2[C:12]3[CH:11]=[C:10]([CH3:16])[CH:9]=[CH:8][C:7]=3[NH:6][C:5]=2[CH2:4][CH2:3]1.Br[CH:18]=[C:19]([C:21]1[CH:26]=[CH:25][CH:24]=[CH:23][C:22]=1[F:27])[CH3:20].N1CCC[C@H]1C(O)=O.[O-]P([O-])([O-])=O.[K+].[K+].[K+]. (2) Given the product [CH:36]1[C:37]2[NH:20][C:23]3[C:24](=[CH:25][CH:26]=[C:27]([C:29](=[O:31])[CH3:30])[CH:28]=3)[C:32]=2[CH:33]=[CH:34][C:35]=1[C:38](=[O:40])[CH3:39], predict the reactants needed to synthesize it. The reactants are: C1(P(C2C=CC=CC=2)C2C=CC=CC=2)C=CC=CC=1.[N+:20]([C:23]1[CH:28]=[C:27]([C:29](=[O:31])[CH3:30])[CH:26]=[CH:25][C:24]=1[C:32]1[CH:37]=[CH:36][C:35]([C:38](=[O:40])[CH3:39])=[CH:34][CH:33]=1)([O-])=O.CCCCCC. (3) Given the product [F:13][C:14]1[CH:22]=[CH:21][C:17]([C:18]2[O:4][C:3](=[O:5])[C:2]([CH3:7])([CH3:6])[N:1]=2)=[CH:16][CH:15]=1, predict the reactants needed to synthesize it. The reactants are: [NH2:1][C:2]([CH3:7])([CH3:6])[C:3]([OH:5])=[O:4].C(=O)(O)[O-].[Na+].[F:13][C:14]1[CH:22]=[CH:21][C:17]([C:18](Cl)=O)=[CH:16][CH:15]=1.C1(C)C=CC=CC=1. (4) The reactants are: [CH3:1][O:2][C:3]1[CH:14]=[CH:13][C:6]([CH2:7][NH:8][C@@H:9]([CH3:12])[CH2:10][OH:11])=[CH:5][CH:4]=1.C(N(CC)CC)C.[Br:22][CH2:23][C:24](Br)=[O:25]. Given the product [Br:22][CH2:23][C:24]([N:8]([C@@H:9]([CH3:12])[CH2:10][OH:11])[CH2:7][C:6]1[CH:13]=[CH:14][C:3]([O:2][CH3:1])=[CH:4][CH:5]=1)=[O:25], predict the reactants needed to synthesize it. (5) Given the product [O:37]=[S:2]1(=[O:1])[CH2:3][CH2:4][N:5]([CH2:8][C:9]2[CH:14]=[CH:13][C:12]([N:15]3[C:19]4[N:20]=[C:21]([N:31]5[CH2:36][CH2:35][O:34][CH2:33][CH2:32]5)[N:22]=[C:23]([C:24]5[CH:25]=[N:26][C:27]([NH2:30])=[N:28][CH:29]=5)[C:18]=4[CH:17]=[CH:16]3)=[CH:11][CH:10]=2)[CH2:6][CH2:7]1, predict the reactants needed to synthesize it. The reactants are: [O:1]=[S:2]1(=[O:37])[CH2:7][CH2:6][N:5]([CH2:8][C:9]2[CH:14]=[CH:13][C:12]([N:15]3[C:19]4[N:20]=[C:21]([N:31]5[CH2:36][CH2:35][O:34][CH2:33][CH2:32]5)[N:22]=[C:23]([C:24]5[CH:25]=[N:26][C:27]([NH2:30])=[N:28][CH:29]=5)[C:18]=4[CH2:17][CH2:16]3)=[CH:11][CH:10]=2)[CH2:4][CH2:3]1.C(C1C(=O)C(Cl)=C(Cl)C(=O)C=1C#N)#N. (6) Given the product [NH2:27][C@:28]1([C:45]([OH:46])=[O:21])[C@@H:32]([CH2:33][CH2:34][CH2:35][B:36]([OH:37])[OH:40])[CH2:31][N:30]([CH2:8][CH:3]2[CH2:4][CH2:5][CH2:6][CH2:7][N:2]2[CH3:1])[CH2:29]1, predict the reactants needed to synthesize it. The reactants are: [CH3:1][N:2]1[CH2:7][CH2:6][CH2:5][CH2:4][CH:3]1[CH2:8]O.C(N(C(C)C)CC)(C)C.CS(Cl)(=O)=[O:21].C([NH:27][C@:28]1([C:45](NC(C)(C)C)=[O:46])[C@@H:32]([CH2:33][CH2:34][CH2:35][B:36]2[O:40]C(C)(C)C(C)(C)[O:37]2)[CH2:31][NH:30][CH2:29]1)(=O)C. (7) The reactants are: [F:1][C:2]1[C:3]([C:9]2[N:10]([CH:15]([CH3:17])[CH3:16])[C:11]([CH3:14])=[N:12][CH:13]=2)=[N:4][C:5]([NH2:8])=[N:6][CH:7]=1.[Cl:18][C:19]1[CH:33]=[CH:32][C:22]([C:23]([N:25]2[CH2:30][CH2:29][N:28]([CH3:31])[CH2:27][CH2:26]2)=[O:24])=[C:21]([O:34][CH3:35])[CH:20]=1.C(=O)([O-])[O-].[Cs+].[Cs+].CC1(C)C2C(=C(P(C3C=CC=CC=3)C3C=CC=CC=3)C=CC=2)OC2C(P(C3C=CC=CC=3)C3C=CC=CC=3)=CC=CC1=2.Cl.CCOCC. Given the product [ClH:18].[F:1][C:2]1[C:3]([C:9]2[N:10]([CH:15]([CH3:17])[CH3:16])[C:11]([CH3:14])=[N:12][CH:13]=2)=[N:4][C:5]([NH:8][C:19]2[CH:33]=[CH:32][C:22]([C:23]([N:25]3[CH2:26][CH2:27][N:28]([CH3:31])[CH2:29][CH2:30]3)=[O:24])=[C:21]([O:34][CH3:35])[CH:20]=2)=[N:6][CH:7]=1, predict the reactants needed to synthesize it. (8) Given the product [Br:1][C:2]1[C:3]([CH3:11])=[C:4]([CH:8]=[CH:9][CH:10]=1)[C:5]([N:14]([CH3:13])[O:15][CH3:16])=[O:6], predict the reactants needed to synthesize it. The reactants are: [Br:1][C:2]1[C:3]([CH3:11])=[C:4]([CH:8]=[CH:9][CH:10]=1)[C:5](O)=[O:6].Cl.[CH3:13][NH:14][O:15][CH3:16].N1C=CC=CC=1.C(Br)(Br)(Br)Br.C1(P(C2C=CC=CC=2)C2C=CC=CC=2)C=CC=CC=1. (9) Given the product [Cl:1][C:2]1[N:7]=[C:6]2[C:8]([CH:11]=[O:18])=[CH:9][S:10][C:5]2=[CH:4][CH:3]=1, predict the reactants needed to synthesize it. The reactants are: [Cl:1][C:2]1[N:7]=[C:6]2[C:8]([CH3:11])=[CH:9][S:10][C:5]2=[CH:4][CH:3]=1.BrN1C(=[O:18])CCC1=O.C(OOC(=O)C1C=CC=CC=1)(=O)C1C=CC=CC=1. (10) The reactants are: [NH2:1][C:2]1[CH2:6][CH2:5][CH:4]([CH:7]([CH3:9])[CH3:8])[C:3]=1[C:10]([O:12]C)=O.C([O-])=O.[NH4+].[CH:18]([NH2:20])=O. Given the product [CH:7]([CH:4]1[C:3]2[C:10]([OH:12])=[N:20][CH:18]=[N:1][C:2]=2[CH2:6][CH2:5]1)([CH3:9])[CH3:8], predict the reactants needed to synthesize it.